Dataset: Peptide-MHC class I binding affinity with 185,985 pairs from IEDB/IMGT. Task: Regression. Given a peptide amino acid sequence and an MHC pseudo amino acid sequence, predict their binding affinity value. This is MHC class I binding data. (1) The binding affinity (normalized) is 0.0847. The peptide sequence is RTLHPFGCK. The MHC is HLA-A02:01 with pseudo-sequence HLA-A02:01. (2) The peptide sequence is VFMDNAFKK. The MHC is HLA-A26:01 with pseudo-sequence HLA-A26:01. The binding affinity (normalized) is 0.0847.